Dataset: Reaction yield outcomes from USPTO patents with 853,638 reactions. Task: Predict the reaction yield, written as a fraction of the theoretical maximum amount of product (1.0 means a 100% yield; for example, 0.34 means a 34% yield). (1) The reactants are [C:1]1(=O)[CH2:4][CH2:3][CH2:2]1.[NH:6]([C:8]([O:10][C:11]([CH3:14])([CH3:13])[CH3:12])=[O:9])[NH2:7]. The catalyst is CCCCCC. The product is [C:1]1(=[N:7][NH:6][C:8]([O:10][C:11]([CH3:14])([CH3:13])[CH3:12])=[O:9])[CH2:4][CH2:3][CH2:2]1. The yield is 0.733. (2) The reactants are [CH2:1]([N:8]([CH2:20][C:21]1[CH:26]=[CH:25][CH:24]=[CH:23][CH:22]=1)[C@@H:9]1[CH2:18][CH2:17][C:16]2[C:11](=[C:12](Br)[CH:13]=[CH:14][CH:15]=2)[CH2:10]1)[C:2]1[CH:7]=[CH:6][CH:5]=[CH:4][CH:3]=1.C([Li])CCC.[B:32](OCC)([O:36]CC)[O:33]CC. The catalyst is O1CCCC1. The product is [CH2:1]([N:8]([CH2:20][C:21]1[CH:26]=[CH:25][CH:24]=[CH:23][CH:22]=1)[C@H:9]1[CH2:10][C:11]2[C:12]([B:32]([OH:36])[OH:33])=[CH:13][CH:14]=[CH:15][C:16]=2[CH2:17][CH2:18]1)[C:2]1[CH:7]=[CH:6][CH:5]=[CH:4][CH:3]=1. The yield is 0.670.